This data is from Forward reaction prediction with 1.9M reactions from USPTO patents (1976-2016). The task is: Predict the product of the given reaction. Given the reactants [Cl:1][C:2]1[CH:7]=[C:6](Cl)[CH:5]=[CH:4][C:3]=1[SH:9].[Br:10][C:11]1[CH:16]=[CH:15][CH:14]=[CH:13][C:12]=1S.ClC1C=CC=[CH:23][C:20]=1[CH:21]=[O:22].ClC1C=C(C=CC=1F)C=O.NCCCCCCO.[NH:45]1[CH2:50][CH2:49][S:48][CH2:47][CH2:46]1, predict the reaction product. The product is: [Br:10][C:11]1[CH:16]=[CH:15][CH:14]=[CH:13][C:12]=1[S:9][C:3]1[CH:4]=[CH:5][C:6](/[CH:23]=[CH:20]/[C:21]([SH:48]2[CH2:49][CH2:50][NH:45][CH2:46][CH2:47]2)=[O:22])=[CH:7][C:2]=1[Cl:1].